Dataset: Reaction yield outcomes from USPTO patents with 853,638 reactions. Task: Predict the reaction yield, written as a fraction of the theoretical maximum amount of product (1.0 means a 100% yield; for example, 0.34 means a 34% yield). The reactants are [N:1]1([S:7]([C:10]2[CH:16]=[CH:15][C:13]([NH2:14])=[CH:12][CH:11]=2)(=[O:9])=[O:8])[CH2:6][CH2:5][O:4][CH2:3][CH2:2]1.P(=O)(O)(O)O.[N+]([O-])(O)=O.[N:26]([O-])=O.[Na+].[CH3:30][C:31](=[O:36])[CH2:32][C:33](=[O:35])[CH3:34].C([O-])(=O)C.[K+].C([O-])([O-])=O.[Na+].[Na+]. The catalyst is C(O)C. The product is [N:1]1([S:7]([C:10]2[CH:16]=[CH:15][C:13]([NH:14][N:26]=[C:32]([C:31](=[O:36])[CH3:30])[C:33](=[O:35])[CH3:34])=[CH:12][CH:11]=2)(=[O:9])=[O:8])[CH2:2][CH2:3][O:4][CH2:5][CH2:6]1. The yield is 0.860.